Dataset: Forward reaction prediction with 1.9M reactions from USPTO patents (1976-2016). Task: Predict the product of the given reaction. (1) The product is: [NH:3]1[C:4]([C:6]2[CH:7]=[C:8]3[N:11]=[CH:14][CH:15]=[C:16]([C:18]4[CH:19]=[C:20]([NH:24][C:25](=[O:36])[C:26]5[CH:31]=[CH:30][CH:29]=[C:28]([C:32]([F:33])([F:34])[F:35])[CH:27]=5)[CH:21]=[CH:22][CH:23]=4)[N:9]3[N:10]=2)=[CH:5][N:1]=[CH:2]1. Given the reactants [NH:1]1[CH:5]=[C:4]([C:6]2[CH:7]=[C:8]([NH2:11])[NH:9][N:10]=2)[N:3]=[CH:2]1.CN(C)[CH:14]=[CH:15][C:16]([C:18]1[CH:19]=[C:20]([NH:24][C:25](=[O:36])[C:26]2[CH:31]=[CH:30][CH:29]=[C:28]([C:32]([F:35])([F:34])[F:33])[CH:27]=2)[CH:21]=[CH:22][CH:23]=1)=O, predict the reaction product. (2) Given the reactants [O-:1]O.[C:3]1([CH:9](C)C)C=CC=C[CH:4]=1.COP([O:17][CH3:18])OC.C(N(CC)CC)C.[N+:26]([C:29]1[CH:30]=[C:31]([S:35](Cl)(=[O:37])=[O:36])[CH:32]=[CH:33][CH:34]=1)([O-:28])=[O:27], predict the reaction product. The product is: [CH3:9][C@@:3]1([CH2:18][O:17][S:35]([C:31]2[CH:32]=[CH:33][CH:34]=[C:29]([N+:26]([O-:28])=[O:27])[CH:30]=2)(=[O:37])=[O:36])[CH2:4][O:1]1. (3) Given the reactants Cl[CH2:2][C:3]1[CH:8]=[CH:7][C:6]([O:9][CH3:10])=[CH:5][CH:4]=1.[Br:11][C:12]1[CH:19]=[CH:18][C:17]([OH:20])=[CH:16][C:13]=1[CH:14]=[O:15], predict the reaction product. The product is: [CH3:10][O:9][C:6]1[CH:7]=[CH:8][C:3]([CH2:2][O:20][C:17]2[CH:18]=[CH:19][C:12]([Br:11])=[C:13]([CH:16]=2)[CH:14]=[O:15])=[CH:4][CH:5]=1. (4) Given the reactants C1(C)C=CC=CC=1P(C1C=CC=CC=1C)C1C=CC=CC=1C.[C:23]([O:27][CH3:28])(=[O:26])[CH:24]=[CH2:25].C(N(CC)CC)C.Br[C:37]1[CH:38]=[C:39]([C:43]2[O:44][C:45]3[CH:51]=[CH:50][C:49]([C:52]4[CH:57]=[CH:56][CH:55]=[CH:54][CH:53]=4)=[CH:48][C:46]=3[N:47]=2)[CH:40]=[CH:41][CH:42]=1, predict the reaction product. The product is: [CH3:28][O:27][C:23](=[O:26])[CH:24]=[CH:25][C:41]1[CH:42]=[CH:37][CH:38]=[C:39]([C:43]2[O:44][C:45]3[CH:51]=[CH:50][C:49]([C:52]4[CH:57]=[CH:56][CH:55]=[CH:54][CH:53]=4)=[CH:48][C:46]=3[N:47]=2)[CH:40]=1. (5) Given the reactants [C:1]([O:5][C:6]([N:8]1[CH2:13][CH2:12][N:11]2[N:14]=[C:15]([C:17]([F:20])([F:19])[F:18])[N:16]=[C:10]2[CH:9]1[CH:21]([CH:23]1[CH2:25][CH2:24]1)O)=[O:7])([CH3:4])([CH3:3])[CH3:2].C1N=CN(C(N2C=NC=C2)=S)C=1, predict the reaction product. The product is: [CH:23]1([CH:21]=[C:9]2[N:8]([C:6]([O:5][C:1]([CH3:2])([CH3:3])[CH3:4])=[O:7])[CH2:13][CH2:12][N:11]3[N:14]=[C:15]([C:17]([F:18])([F:19])[F:20])[N:16]=[C:10]23)[CH2:25][CH2:24]1.